This data is from Peptide-MHC class I binding affinity with 185,985 pairs from IEDB/IMGT. The task is: Regression. Given a peptide amino acid sequence and an MHC pseudo amino acid sequence, predict their binding affinity value. This is MHC class I binding data. (1) The binding affinity (normalized) is 0.0847. The peptide sequence is AQRWANQIR. The MHC is HLA-A69:01 with pseudo-sequence HLA-A69:01. (2) The peptide sequence is VTRQIHNPR. The MHC is HLA-A31:01 with pseudo-sequence HLA-A31:01. The binding affinity (normalized) is 0.577. (3) The peptide sequence is RPSTKNFFEL. The MHC is HLA-A02:06 with pseudo-sequence HLA-A02:06. The binding affinity (normalized) is 0.0741. (4) The MHC is HLA-A68:02 with pseudo-sequence HLA-A68:02. The binding affinity (normalized) is 0.0847. The peptide sequence is IRSAEVVSR. (5) The peptide sequence is NTATTVLLDE. The MHC is HLA-A31:01 with pseudo-sequence HLA-A31:01. The binding affinity (normalized) is 0.